This data is from Forward reaction prediction with 1.9M reactions from USPTO patents (1976-2016). The task is: Predict the product of the given reaction. (1) Given the reactants Br[C:2]1[CH:10]=[CH:9][CH:8]=[C:7]2[C:3]=1[CH:4]=[CH:5][NH:6]2.[C:11]1(B(O)O)[CH:16]=[CH:15][CH:14]=[CH:13][CH:12]=1.C(=O)([O-])[O-].[K+].[K+], predict the reaction product. The product is: [C:11]1([C:2]2[CH:10]=[CH:9][CH:8]=[C:7]3[C:3]=2[CH:4]=[CH:5][NH:6]3)[CH:16]=[CH:15][CH:14]=[CH:13][CH:12]=1. (2) Given the reactants [CH3:1][C:2]1[CH:7]=[C:6]([CH3:8])[CH:5]=[C:4]([CH3:9])[C:3]=1[N:10]=[C:11]=[O:12].[NH2:13][C:14]1[CH:19]=[C:18]([Cl:20])[CH:17]=[CH:16][C:15]=1[C:21]([NH:23][C@@H:24]([CH:29]1[CH2:34][CH2:33][CH2:32][CH2:31][CH2:30]1)[C:25]([O:27][CH3:28])=[O:26])=[O:22].CCCCCC.C(OCC)(=O)C, predict the reaction product. The product is: [Cl:20][C:18]1[CH:17]=[CH:16][C:15]([C:21]([NH:23][C@@H:24]([CH:29]2[CH2:34][CH2:33][CH2:32][CH2:31][CH2:30]2)[C:25]([O:27][CH3:28])=[O:26])=[O:22])=[C:14]([NH:13][C:11]([NH:10][C:3]2[C:2]([CH3:1])=[CH:7][C:6]([CH3:8])=[CH:5][C:4]=2[CH3:9])=[O:12])[CH:19]=1. (3) The product is: [O:1]1[C:5]2[CH:6]=[CH:7][C:8]([C:10]3[S:11][CH:12]=[C:13]([C:15]([NH:18][C:19]4[S:20][C:21]([C:24]([O:26][CH2:27][CH3:28])=[O:25])=[CH:22][N:23]=4)=[O:17])[N:14]=3)=[CH:9][C:4]=2[CH2:3][CH2:2]1. Given the reactants [O:1]1[C:5]2[CH:6]=[CH:7][C:8]([C:10]3[S:11][CH:12]=[C:13]([C:15]([OH:17])=O)[N:14]=3)=[CH:9][C:4]=2[CH2:3][CH2:2]1.[NH2:18][C:19]1[S:20][C:21]([C:24]([O:26][CH2:27][CH3:28])=[O:25])=[CH:22][N:23]=1.CN(C(ON1N=NC2C=CC=CC1=2)=[N+](C)C)C.F[P-](F)(F)(F)(F)F, predict the reaction product. (4) Given the reactants FC(F)(F)C(O)=O.FC(F)(F)C(O)=O.CN1CCC(O[C:23]2[CH:28]=[CH:27][C:26]([C:29]3[C:37]4[C:32](=[CH:33][CH:34]=[C:35]([NH2:38])[CH:36]=4)[NH:31][N:30]=3)=[CH:25][CH:24]=2)CC1.IC1C2C(=CC=C(NC(=O)OC(C)(C)C)C=2)NN=1.CC1(C)C(C)(C)OB(C2C=CC([N:71]3[CH2:76][CH2:75][O:74][CH2:73][CH2:72]3)=CC=2)O1, predict the reaction product. The product is: [O:74]1[CH2:75][CH2:76][N:71]([C:23]2[CH:24]=[CH:25][C:26]([C:29]3[C:37]4[C:32](=[CH:33][CH:34]=[C:35]([NH2:38])[CH:36]=4)[NH:31][N:30]=3)=[CH:27][CH:28]=2)[CH2:72][CH2:73]1. (5) The product is: [CH3:2][N:3]([CH3:4])[C:7]([C:9]1[C:14]([F:15])=[CH:13][C:12]([O:16][C:17]2[C:22]3[CH2:23][C:24]([CH3:27])([CH3:26])[O:25][C:21]=3[CH:20]=[C:19]([C:28](=[O:36])[NH:29][C:30]3[CH:34]=[CH:33][N:32]([CH3:35])[N:31]=3)[CH:18]=2)=[CH:11][N:10]=1)=[O:8]. Given the reactants Cl.[CH3:2][NH:3][CH3:4].CO[C:7]([C:9]1[C:14]([F:15])=[CH:13][C:12]([O:16][C:17]2[C:22]3[CH2:23][C:24]([CH3:27])([CH3:26])[O:25][C:21]=3[CH:20]=[C:19]([C:28](=[O:36])[NH:29][C:30]3[CH:34]=[CH:33][N:32]([CH3:35])[N:31]=3)[CH:18]=2)=[CH:11][N:10]=1)=[O:8], predict the reaction product. (6) Given the reactants FC(F)(F)C([NH2:5])=O.[O-2].[Mg+2].[C:10]([Si:14]([CH3:23])([CH3:22])[O:15][CH2:16][CH2:17][CH2:18][S:19]([CH3:21])=[O:20])([CH3:13])([CH3:12])[CH3:11].C(OI(C1C=CC=CC=1)OC(=O)C)(=O)C, predict the reaction product. The product is: [C:10]([Si:14]([CH3:22])([CH3:23])[O:15][CH2:16][CH2:17][CH2:18][S:19]([CH3:21])(=[NH:5])=[O:20])([CH3:13])([CH3:12])[CH3:11]. (7) The product is: [CH3:19][C:15]1[CH:14]=[CH:13][CH:12]=[C:11]2[C:16]=1[C:17](=[O:18])[N:8]([CH:41]([O:46][C:47]1[CH:48]=[CH:49][CH:50]=[CH:51][CH:52]=1)[C:42]([NH2:44])=[O:43])[C:9]([CH:20]([NH:22][C:23]1[N:31]=[CH:30][N:29]=[C:28]3[C:24]=1[N:25]=[CH:26][NH:27]3)[CH3:21])=[N:10]2. Given the reactants OC1C=C([N:8]2[C:17](=[O:18])[C:16]3[C:11](=[CH:12][CH:13]=[CH:14][C:15]=3[CH3:19])[N:10]=[C:9]2[CH:20]([NH:22][C:23]2[N:31]=[CH:30][N:29]=[C:28]3[C:24]=2[N:25]=[CH:26][N:27]3COCC[Si](C)(C)C)[CH3:21])C=CC=1.Br[CH2:41][C:42]([NH2:44])=[O:43].C[O:46][C:47]1[CH:48]=[C:49](N2C(=O)C3C(=CC=CC=3C)N=C2C(NC2N=CN=C3C=2N=CN3COCC[Si](C)(C)C)C)[CH:50]=[CH:51][CH:52]=1.Cl.OC1C=C(N2C(=O)C3C(=CC=CC=3C)N=C2C(NC2N=CN=C3C=2N=CN3)C)C=CC=1, predict the reaction product. (8) Given the reactants [CH3:1][O:2][C:3]1[CH:8]=[CH:7][C:6]([CH2:9][CH2:10][NH:11][C:12](=O)[CH3:13])=[CH:5][CH:4]=1.O=P12OP3(OP(OP(O3)(O1)=O)(=O)O2)=O, predict the reaction product. The product is: [CH3:1][O:2][C:3]1[CH:8]=[C:7]2[C:6]([CH2:9][CH2:10][N:11]=[C:12]2[CH3:13])=[CH:5][CH:4]=1. (9) Given the reactants [CH2:1]([N:3]1[CH:7]=[CH:6][N:5]=[CH:4]1)[CH3:2].[C:8](=[O:13])([O:11]C)[O:9][CH3:10].[C:14](=O)=O, predict the reaction product. The product is: [CH3:10][O:9][C:8](=[O:11])[O-:13].[CH2:1]([N+:3]1[CH:7]=[CH:6][N:5]([CH3:14])[CH:4]=1)[CH3:2]. (10) Given the reactants [N:1]1[CH:6]=[CH:5][CH:4]=[C:3]([C:7]2[O:8][C:9]3[C:15]([C:16]([O:18]C)=O)=[CH:14][CH:13]=[CH:12][C:10]=3[N:11]=2)[CH:2]=1.O.[NH4+:21], predict the reaction product. The product is: [N:1]1[CH:6]=[CH:5][CH:4]=[C:3]([C:7]2[O:8][C:9]3[C:15]([C:16]([NH2:21])=[O:18])=[CH:14][CH:13]=[CH:12][C:10]=3[N:11]=2)[CH:2]=1.